Dataset: Forward reaction prediction with 1.9M reactions from USPTO patents (1976-2016). Task: Predict the product of the given reaction. (1) The product is: [S:8]1[CH2:9][CH2:10][C:11]2[CH:16]=[CH:15][CH:14]=[CH:13][C:12]1=2. Given the reactants FC(F)(F)C(O)=O.[S:8]1[C:12]2[CH:13]=[CH:14][CH:15]=[CH:16][C:11]=2[CH:10]=[CH:9]1.C([SiH](CC)CC)C, predict the reaction product. (2) The product is: [ClH:22].[C:19]([C:15]1[CH:14]=[C:13]([CH:18]=[CH:17][CH:16]=1)[CH2:12][C@@H:9]1[CH2:10][S:7][C:6]([NH2:5])=[N:8]1)([OH:21])=[O:20]. Given the reactants C([NH:5][C:6]([NH:8][C@H:9]([CH2:12][C:13]1[CH:18]=[CH:17][CH:16]=[C:15]([C:19]([OH:21])=[O:20])[CH:14]=1)[CH2:10]O)=[S:7])(C)(C)C.[ClH:22], predict the reaction product. (3) The product is: [CH3:27][O:28][C:29](=[O:33])[CH2:30]/[CH:31]=[CH:32]/[C:2]1[CH:11]=[CH:10][CH:9]=[C:8]2[C:3]=1[CH:4]=[CH:5][C:6]([NH:12][CH2:13][C:14]1[O:15][C:16]([CH3:19])=[CH:17][CH:18]=1)=[N:7]2. Given the reactants Br[C:2]1[CH:11]=[CH:10][CH:9]=[C:8]2[C:3]=1[CH:4]=[CH:5][C:6]([NH:12][CH2:13][C:14]1[O:15][C:16]([CH3:19])=[CH:17][CH:18]=1)=[N:7]2.C(N(CC)CC)C.[CH3:27][O:28][C:29](=[O:33])[CH2:30][CH:31]=[CH2:32].C1(C)C=CC=CC=1P(C1C=CC=CC=1C)C1C=CC=CC=1C, predict the reaction product.